This data is from Full USPTO retrosynthesis dataset with 1.9M reactions from patents (1976-2016). The task is: Predict the reactants needed to synthesize the given product. (1) The reactants are: [CH3:1][O:2][C:3](=[O:14])[C:4]1[CH:9]=[CH:8][C:7]([C:10]#[N:11])=[CH:6][C:5]=1[O:12][CH3:13]. Given the product [CH3:1][O:2][C:3](=[O:14])[C:4]1[CH:9]=[CH:8][C:7]([CH2:10][NH2:11])=[CH:6][C:5]=1[O:12][CH3:13], predict the reactants needed to synthesize it. (2) Given the product [CH2:1]([N:8]1[CH2:14][CH2:13][CH2:12][CH:11]([OH:15])[CH2:10][CH2:9]1)[C:2]1[CH:3]=[CH:4][CH:5]=[CH:6][CH:7]=1, predict the reactants needed to synthesize it. The reactants are: [CH2:1]([N:8]1[CH2:14][CH2:13][CH2:12][C:11](=[O:15])[CH2:10][CH2:9]1)[C:2]1[CH:7]=[CH:6][CH:5]=[CH:4][CH:3]=1.[H-].[Al+3].[Li+].[H-].[H-].[H-].O.[OH-].[Na+]. (3) Given the product [CH3:8][N:7]([CH3:9])[CH2:6][CH2:5][O:4][CH2:1][CH2:2][CH2:3][Si:12]([O:15][CH3:16])([O:13][CH3:14])[O:11][CH3:10], predict the reactants needed to synthesize it. The reactants are: [CH2:1]([O:4][CH2:5][CH2:6][N:7]([CH3:9])[CH3:8])[CH:2]=[CH2:3].[CH3:10][O:11][SiH:12]([O:15][CH3:16])[O:13][CH3:14]. (4) Given the product [CH2:1]([N:2]1[CH:6]=[C:5]([NH:7][C:20]2[N:25]=[C:24]([NH:8][C@@H:9]3[C@@H:14]4[CH2:15][C@@H:11]([CH:12]=[CH:13]4)[C@@H:10]3[C:16]([NH2:18])=[O:17])[C:23]([C:27]([F:30])([F:29])[F:28])=[CH:22][N:21]=2)[CH:4]=[N:3]1)[CH3:32], predict the reactants needed to synthesize it. The reactants are: [CH3:1][N:2]1[CH:6]=[C:5]([NH2:7])[CH:4]=[N:3]1.[NH2:8][C@@H:9]1[C@@H:14]2[CH2:15][C@@H:11]([CH:12]=[CH:13]2)[C@@H:10]1[C:16]([NH2:18])=[O:17].Cl[C:20]1[N:25]=[C:24](Cl)[C:23]([C:27]([F:30])([F:29])[F:28])=[CH:22][N:21]=1.Cl[C:32]1N=C(Cl)C(F)=CN=1. (5) Given the product [CH:1]1([O:6][CH2:7][C:8]2[O:12][N:11]=[C:10]([C:13]([OH:15])=[O:14])[CH:9]=2)[CH2:2][CH2:3][CH2:4][CH2:5]1, predict the reactants needed to synthesize it. The reactants are: [CH:1]1([O:6][CH2:7][C:8]2[O:12][N:11]=[C:10]([C:13]([O:15]CC)=[O:14])[CH:9]=2)[CH2:5][CH2:4][CH2:3][CH2:2]1.C(O)C.[OH-].[K+]. (6) Given the product [CH2:29]([N:10]([CH2:3][C:4]1[CH:9]=[CH:8][CH:7]=[CH:6][CH:5]=1)[CH:11]1[CH2:12][CH:13]([C:17]2[N:21]3[C:22]4[CH:28]=[CH:27][N:26]([CH2:43][O:42][CH2:41][CH2:40][Si:37]([CH3:39])([CH3:38])[CH3:36])[C:23]=4[N:24]=[CH:25][C:20]3=[N:19][CH:18]=2)[CH:14]([CH3:16])[CH2:15]1)[C:30]1[CH:35]=[CH:34][CH:33]=[CH:32][CH:31]=1, predict the reactants needed to synthesize it. The reactants are: [H-].[Na+].[CH2:3]([N:10]([CH2:29][C:30]1[CH:35]=[CH:34][CH:33]=[CH:32][CH:31]=1)[CH:11]1[CH2:15][CH:14]([CH3:16])[CH:13]([C:17]2[N:21]3[C:22]4[CH:28]=[CH:27][NH:26][C:23]=4[N:24]=[CH:25][C:20]3=[N:19][CH:18]=2)[CH2:12]1)[C:4]1[CH:9]=[CH:8][CH:7]=[CH:6][CH:5]=1.[CH3:36][Si:37]([CH2:40][CH2:41][O:42][CH2:43]Cl)([CH3:39])[CH3:38].